From a dataset of NCI-60 drug combinations with 297,098 pairs across 59 cell lines. Regression. Given two drug SMILES strings and cell line genomic features, predict the synergy score measuring deviation from expected non-interaction effect. Drug 1: C1=CC(=C2C(=C1NCCNCCO)C(=O)C3=C(C=CC(=C3C2=O)O)O)NCCNCCO. Drug 2: CC1C(C(CC(O1)OC2CC(OC(C2O)C)OC3=CC4=CC5=C(C(=O)C(C(C5)C(C(=O)C(C(C)O)O)OC)OC6CC(C(C(O6)C)O)OC7CC(C(C(O7)C)O)OC8CC(C(C(O8)C)O)(C)O)C(=C4C(=C3C)O)O)O)O. Cell line: COLO 205. Synergy scores: CSS=47.3, Synergy_ZIP=14.2, Synergy_Bliss=12.4, Synergy_Loewe=-5.65, Synergy_HSA=9.95.